Dataset: Retrosynthesis with 50K atom-mapped reactions and 10 reaction types from USPTO. Task: Predict the reactants needed to synthesize the given product. (1) Given the product CC1c2c(nc(-c3ccc(NC(=O)NC4CC4)cc3)nc2N2CCOC[C@@H]2C)CS1(=O)=O, predict the reactants needed to synthesize it. The reactants are: CC1(C)OB(c2ccc(NC(=O)NC3CC3)cc2)OC1(C)C.CC1c2c(nc(Cl)nc2N2CCOC[C@@H]2C)CS1(=O)=O. (2) Given the product CCc1ccccc1NC=C1C(=O)N(c2ccc(C(N)=O)cc2)N=C1C, predict the reactants needed to synthesize it. The reactants are: CCc1ccccc1NC=C1C(=O)N(c2ccc(C(=O)O)cc2)N=C1C.N. (3) Given the product c1cc(N2CCNCC2)nc(-n2ncc3cnc(-c4cncc(C5COC5)c4)cc32)c1, predict the reactants needed to synthesize it. The reactants are: C1CNCCN1.Fc1cccc(-n2ncc3cnc(-c4cncc(C5COC5)c4)cc32)n1. (4) Given the product C[C@@H](CO)O[Si](C)(C)C(C)(C)C, predict the reactants needed to synthesize it. The reactants are: CCOC(=O)[C@H](C)O[Si](C)(C)C(C)(C)C.